Dataset: NCI-60 drug combinations with 297,098 pairs across 59 cell lines. Task: Regression. Given two drug SMILES strings and cell line genomic features, predict the synergy score measuring deviation from expected non-interaction effect. (1) Drug 1: CCC1(CC2CC(C3=C(CCN(C2)C1)C4=CC=CC=C4N3)(C5=C(C=C6C(=C5)C78CCN9C7C(C=CC9)(C(C(C8N6C)(C(=O)OC)O)OC(=O)C)CC)OC)C(=O)OC)O.OS(=O)(=O)O. Drug 2: CCC1(C2=C(COC1=O)C(=O)N3CC4=CC5=C(C=CC(=C5CN(C)C)O)N=C4C3=C2)O.Cl. Cell line: A498. Synergy scores: CSS=12.4, Synergy_ZIP=-3.99, Synergy_Bliss=3.49, Synergy_Loewe=-6.38, Synergy_HSA=-0.943. (2) Drug 1: CCCS(=O)(=O)NC1=C(C(=C(C=C1)F)C(=O)C2=CNC3=C2C=C(C=N3)C4=CC=C(C=C4)Cl)F. Drug 2: C1=NC(=NC(=O)N1C2C(C(C(O2)CO)O)O)N. Cell line: DU-145. Synergy scores: CSS=1.96, Synergy_ZIP=-0.0807, Synergy_Bliss=2.95, Synergy_Loewe=-6.69, Synergy_HSA=-0.244. (3) Drug 1: C1CC(=O)NC(=O)C1N2CC3=C(C2=O)C=CC=C3N. Drug 2: C1=NC2=C(N=C(N=C2N1C3C(C(C(O3)CO)O)F)Cl)N. Cell line: SW-620. Synergy scores: CSS=18.4, Synergy_ZIP=-2.07, Synergy_Bliss=-1.08, Synergy_Loewe=-24.6, Synergy_HSA=-0.0117. (4) Drug 1: C1=NC2=C(N1)C(=S)N=CN2. Drug 2: C1CC(=O)NC(=O)C1N2C(=O)C3=CC=CC=C3C2=O. Cell line: NCI-H460. Synergy scores: CSS=10.3, Synergy_ZIP=-2.38, Synergy_Bliss=1.84, Synergy_Loewe=-9.57, Synergy_HSA=1.13.